From a dataset of Reaction yield outcomes from USPTO patents with 853,638 reactions. Predict the reaction yield, written as a fraction of the theoretical maximum amount of product (1.0 means a 100% yield; for example, 0.34 means a 34% yield). (1) The reactants are [Cl:1][C:2]1[CH:20]=[CH:19][C:18]([N+:21]([O-])=O)=[CH:17][C:3]=1[C:4]([NH:6][C:7]1[CH:12]=[C:11]([Cl:13])[CH:10]=[CH:9][C:8]=1[N+:14]([O-])=O)=O. The catalyst is C(O)(=O)C.[Zn]. The product is [Cl:1][C:2]1[CH:20]=[CH:19][C:18]([NH2:21])=[CH:17][C:3]=1[C:4]1[NH:14][C:8]2[CH:9]=[CH:10][C:11]([Cl:13])=[CH:12][C:7]=2[N:6]=1. The yield is 0.160. (2) The reactants are [CH3:1][N:2]1[C:6]([N:7]2[CH2:12][CH2:11][CH:10]([NH:13]C(=O)OC(C)(C)C)[CH2:9][CH2:8]2)=[C:5]([NH2:21])[CH:4]=[N:3]1.C(OC([NH:29][C:30]1[S:34][C:33]([C:35]2[C:40]([F:41])=[CH:39][CH:38]=[CH:37][C:36]=2[F:42])=[N:32][C:31]=1[C:43](O)=[O:44])=O)(C)(C)C.CN(C(ON1N=NC2C=CC=NC1=2)=[N+](C)C)C.F[P-](F)(F)(F)(F)F. No catalyst specified. The product is [NH2:29][C:30]1[S:34][C:33]([C:35]2[C:40]([F:41])=[CH:39][CH:38]=[CH:37][C:36]=2[F:42])=[N:32][C:31]=1[C:43]([NH:21][C:5]1[CH:4]=[N:3][N:2]([CH3:1])[C:6]=1[N:7]1[CH2:8][CH2:9][CH:10]([NH2:13])[CH2:11][CH2:12]1)=[O:44]. The yield is 0.210. (3) The reactants are F.F.F.C(N(CC)CC)C.C(N(CC)CC)C.[Si]([O:35][CH2:36][C@H:37]1[O:41][C@@H:40]([N:42]2[CH:49]=[C:48]([CH3:50])[C:46](=[O:47])[NH:45][C:43]2=[O:44])[C@H:39]([O:51][CH2:52][CH2:53][O:54][N:55]([CH3:57])[CH3:56])[C@@H:38]1[OH:58])(C(C)(C)C)(C1C=CC=CC=1)C1C=CC=CC=1.CO. The catalyst is C1COCC1.C(Cl)Cl. The product is [CH3:56][N:55]([CH3:57])[O:54][CH2:53][CH2:52][O:51][C@@H:39]1[C@H:38]([OH:58])[C@@H:37]([CH2:36][OH:35])[O:41][C@H:40]1[N:42]1[CH:49]=[C:48]([CH3:50])[C:46](=[O:47])[NH:45][C:43]1=[O:44]. The yield is 0.925. (4) The reactants are [CH3:1][O:2][C:3]1[CH:4]=[CH:5][C:6]([N+:10]([O-:12])=[O:11])=[C:7]([CH:9]=1)[NH2:8].[C:13](O[C:13]([O:15][C:16]([CH3:19])([CH3:18])[CH3:17])=[O:14])([O:15][C:16]([CH3:19])([CH3:18])[CH3:17])=[O:14]. The catalyst is C(OCC)(=O)C.CN(C1C=CC=CN=1)C. The product is [C:16]([O:15][C:13](=[O:14])[N:8]([C:7]1[CH:9]=[C:3]([O:2][CH3:1])[CH:4]=[CH:5][C:6]=1[N+:10]([O-:12])=[O:11])[C:13]([O:15][C:16]([CH3:19])([CH3:18])[CH3:17])=[O:14])([CH3:19])([CH3:18])[CH3:17]. The yield is 1.01. (5) The reactants are Br[CH2:2][CH2:3][CH2:4][O:5][C:6]1[CH:11]=[CH:10][C:9]([B:12]2[O:16][C:15]([CH3:18])([CH3:17])[C:14]([CH3:20])([CH3:19])[O:13]2)=[CH:8][CH:7]=1.Cl.[CH3:22][C@@H:23]1[CH2:27][CH2:26][CH2:25][NH:24]1.C([O-])([O-])=O.[K+].[K+]. The catalyst is CC#N. The product is [CH3:22][C@@H:23]1[CH2:27][CH2:26][CH2:25][N:24]1[CH2:2][CH2:3][CH2:4][O:5][C:6]1[CH:11]=[CH:10][C:9]([B:12]2[O:16][C:15]([CH3:18])([CH3:17])[C:14]([CH3:20])([CH3:19])[O:13]2)=[CH:8][CH:7]=1. The yield is 0.840. (6) The reactants are [CH2:1]([O:3][C:4](=O)[C:5]1[CH:10]=[CH:9][C:8]([C:11]#[C:12]C2C=C3C(=CC=2)N(C2CC2)CCC3(C)C)=[CH:7][CH:6]=1)C.[CH3:29][O:30][C:31](=[O:40])[CH2:32][C:33]1[CH:38]=[CH:37][C:36](I)=[CH:35][CH:34]=1.[CH2:41](N(CC)CC)[CH3:42]. The catalyst is [Cu]I.Cl[Pd](Cl)([P](C1C=CC=CC=1)(C1C=CC=CC=1)C1C=CC=CC=1)[P](C1C=CC=CC=1)(C1C=CC=CC=1)C1C=CC=CC=1. The product is [CH3:1][O:3][C:4]1([C:5]2[CH:6]=[CH:7][C:8]([C:11]#[C:12][C:36]3[CH:37]=[CH:38][C:33]([CH2:32][C:31]([O:30][CH3:29])=[O:40])=[CH:34][CH:35]=3)=[CH:9][CH:10]=2)[CH2:42][CH2:41]1. The yield is 0.780.